The task is: Predict the product of the given reaction.. This data is from Forward reaction prediction with 1.9M reactions from USPTO patents (1976-2016). (1) Given the reactants [CH3:1][CH:2]1[CH2:4][CH:3]1[C:5]([OH:7])=O.C(Cl)(=O)C(Cl)=O.Br.[NH2:15][C:16]1[C:24](O)=[CH:23][CH:22]=[CH:21][C:17]=1[C:18]([OH:20])=[O:19].C(N(CC)CC)C.O.C1(C)C=CC(S(O)(=O)=O)=CC=1, predict the reaction product. The product is: [CH3:1][CH:2]1[CH2:4][CH:3]1[C:5]1[O:7][C:24]2[C:16](=[C:17]([C:18]([OH:20])=[O:19])[CH:21]=[CH:22][CH:23]=2)[N:15]=1. (2) Given the reactants [Cl:1][C:2]1[CH:7]=[CH:6][CH:5]=[CH:4][C:3]=1[C:8]1[O:12][N:11]=[CH:10][C:9]=1[C:13]([OH:15])=O.Cl.[C:17]1([S:23]([CH:26]2[CH2:30][CH2:29][NH:28][CH2:27]2)(=[O:25])=[O:24])[CH:22]=[CH:21][CH:20]=[CH:19][CH:18]=1, predict the reaction product. The product is: [Cl:1][C:2]1[CH:7]=[CH:6][CH:5]=[CH:4][C:3]=1[C:8]1[O:12][N:11]=[CH:10][C:9]=1[C:13]([N:28]1[CH2:29][CH2:30][CH:26]([S:23]([C:17]2[CH:18]=[CH:19][CH:20]=[CH:21][CH:22]=2)(=[O:25])=[O:24])[CH2:27]1)=[O:15]. (3) Given the reactants [OH:1][C@@H:2]1[C@H:6]([OH:7])[C@@H:5]([CH2:8][OH:9])[O:4][C@H:3]1[N:10]1[CH:15]=[CH:14][CH:13]=[N:12][C:11]1=[O:16].[C:23](O[C:23](=[O:27])[CH:24]([CH3:26])[CH3:25])(=[O:27])[CH:24]([CH3:26])[CH3:25], predict the reaction product. The product is: [CH3:25][CH:24]([CH3:26])[C:23]([O:7][C@H:6]1[C@@H:2]([O:1][C:23](=[O:27])[CH:24]([CH3:26])[CH3:25])[C@H:3]([N:10]2[CH:15]=[CH:14][CH:13]=[N:12][C:11]2=[O:16])[O:4][C@@H:5]1[CH2:8][O:9][C:23](=[O:27])[CH:24]([CH3:25])[CH3:26])=[O:27]. (4) Given the reactants [CH2:1]([NH:3][C:4]1[C:5]([CH:13]2[CH2:22][CH2:21][C:20]3[CH:19]=[C:18]([O:23]C(=O)C(C)(C)C)[CH:17]=[CH:16][C:15]=3[CH2:14]2)=[CH:6][C:7]2[O:11][CH2:10][O:9][C:8]=2[CH:12]=1)[CH3:2].Cl.[N:31]1([CH2:38][CH2:39][CH2:40][C:41]2[CH:49]=[CH:48][C:44]([C:45](O)=O)=[CH:43][CH:42]=2)[CH2:37][CH2:36][CH2:35][CH2:34][CH2:33][CH2:32]1, predict the reaction product. The product is: [N:31]1([CH2:38][CH2:39][CH2:40][C:41]2[CH:49]=[CH:48][C:44]([CH2:45][CH2:2][CH2:1][NH:3][C:4]3[C:5]([CH:13]4[CH2:22][CH2:21][C:20]5[CH:19]=[C:18]([OH:23])[CH:17]=[CH:16][C:15]=5[CH2:14]4)=[CH:6][C:7]4[O:11][CH2:10][O:9][C:8]=4[CH:12]=3)=[CH:43][CH:42]=2)[CH2:37][CH2:36][CH2:35][CH2:34][CH2:33][CH2:32]1.